This data is from Full USPTO retrosynthesis dataset with 1.9M reactions from patents (1976-2016). The task is: Predict the reactants needed to synthesize the given product. (1) The reactants are: [OH:1][C:2]1[C:3]([CH:26]=O)=[N:4][C:5]([CH2:8][CH2:9][CH2:10][NH:11][C:12]2[C:13]3[C:18]([N:19]=[C:20]4[C:25]=2[CH2:24][CH2:23][CH2:22][CH2:21]4)=[CH:17][CH:16]=[CH:15][CH:14]=3)=[CH:6][CH:7]=1.Cl.[NH2:29][OH:30].CC(O[Na])=O. Given the product [OH:1][C:2]1[C:3]([CH:26]=[N:29][OH:30])=[N:4][C:5]([CH2:8][CH2:9][CH2:10][NH:11][C:12]2[C:13]3[C:18]([N:19]=[C:20]4[C:25]=2[CH2:24][CH2:23][CH2:22][CH2:21]4)=[CH:17][CH:16]=[CH:15][CH:14]=3)=[CH:6][CH:7]=1, predict the reactants needed to synthesize it. (2) Given the product [C:8]([O:7][C@H:6]1[C@H:11]([O:12][C:13](=[O:15])[CH3:14])[C@H:16]([CH2:18][O:19][C:20](=[O:22])[CH3:21])[O:17][C@@H:5]1[S:30][C:27]1[CH:28]=[CH:29][C:24]([CH3:23])=[CH:25][CH:26]=1)(=[O:10])[CH3:9], predict the reactants needed to synthesize it. The reactants are: C(O[CH:5]1[O:17][C@@H:16]([CH2:18][O:19][C:20](=[O:22])[CH3:21])[C@@H:11]([O:12][C:13](=[O:15])[CH3:14])[C@@H:6]1[O:7][C:8](=[O:10])[CH3:9])(=O)C.[CH3:23][C:24]1[CH:29]=[CH:28][C:27]([SH:30])=[CH:26][CH:25]=1.B(F)(F)F.CCOCC. (3) Given the product [CH3:1][N:2]([CH3:32])[CH:3]1[CH2:7][CH2:6][N:5]([C:8]2[CH:13]=[CH:12][C:11]([NH:14][C:15]([N:17]3[CH2:22][CH:21]=[C:20]([C:34]4[CH:41]=[CH:40][CH:39]=[CH:38][C:35]=4[C:36]#[N:37])[CH2:19][CH2:18]3)=[O:16])=[CH:10][CH:9]=2)[CH2:4]1, predict the reactants needed to synthesize it. The reactants are: [CH3:1][N:2]([CH3:32])[CH:3]1[CH2:7][CH2:6][N:5]([C:8]2[CH:13]=[CH:12][C:11]([NH:14][C:15]([N:17]3[CH2:22][CH:21]=[C:20](B4OC(C)(C)C(C)(C)O4)[CH2:19][CH2:18]3)=[O:16])=[CH:10][CH:9]=2)[CH2:4]1.Br[C:34]1[CH:41]=[CH:40][CH:39]=[CH:38][C:35]=1[C:36]#[N:37]. (4) Given the product [Br:1][C:2]1[CH:8]=[C:7]([CH3:9])[CH:6]=[CH:5][C:3]=1[NH:4][S:19]([C:16]1[CH:17]=[CH:18][C:13]2[N:12]=[CH:11][S:10][C:14]=2[CH:15]=1)(=[O:20])=[O:21], predict the reactants needed to synthesize it. The reactants are: [Br:1][C:2]1[CH:8]=[C:7]([CH3:9])[CH:6]=[CH:5][C:3]=1[NH2:4].[S:10]1[C:14]2[CH:15]=[C:16]([S:19](Cl)(=[O:21])=[O:20])[CH:17]=[CH:18][C:13]=2[N:12]=[CH:11]1. (5) Given the product [CH2:2]([N:9]1[CH2:14][CH2:13][CH:12]2[C:11](=[N:30][C:28]([CH2:27][N:24]3[CH2:25][CH2:26][O:21][CH2:22][CH2:23]3)=[N:29][C:15]2=[O:17])[CH2:10]1)[C:3]1[CH:4]=[CH:5][CH:6]=[CH:7][CH:8]=1, predict the reactants needed to synthesize it. The reactants are: Cl.[CH2:2]([N:9]1[CH2:14][CH2:13][CH:12]([C:15]([O:17]CC)=O)[C:11](=O)[CH2:10]1)[C:3]1[CH:8]=[CH:7][CH:6]=[CH:5][CH:4]=1.[O:21]1[CH2:26][CH2:25][N:24]([CH2:27][CH:28]([NH2:30])[NH2:29])[CH2:23][CH2:22]1. (6) Given the product [CH3:18][O:17][C:15]([C:11]1[CH:10]=[C:9]([CH:14]=[CH:13][CH:12]=1)[CH2:8][O:7][CH:6]1[C:2](=[O:1])[CH2:3][N:4]([C:19](=[O:38])[C@H:20]([CH2:34][CH:35]([CH3:37])[CH3:36])[NH:21][C:22]([C:24]2[CH:33]=[CH:32][C:31]3[C:26](=[CH:27][CH:28]=[CH:29][CH:30]=3)[N:25]=2)=[O:23])[CH2:5]1)=[O:16], predict the reactants needed to synthesize it. The reactants are: [OH:1][CH:2]1[CH:6]([O:7][CH2:8][C:9]2[CH:14]=[CH:13][CH:12]=[C:11]([C:15]([O:17][CH3:18])=[O:16])[CH:10]=2)[CH2:5][N:4]([C:19](=[O:38])[C@H:20]([CH2:34][CH:35]([CH3:37])[CH3:36])[NH:21][C:22]([C:24]2[CH:33]=[CH:32][C:31]3[C:26](=[CH:27][CH:28]=[CH:29][CH:30]=3)[N:25]=2)=[O:23])[CH2:3]1.CC(OI1(OC(C)=O)(OC(C)=O)OC(=O)C2C=CC=CC1=2)=O.CCCCCC.C(OCC)(=O)C.